Dataset: Reaction yield outcomes from USPTO patents with 853,638 reactions. Task: Predict the reaction yield, written as a fraction of the theoretical maximum amount of product (1.0 means a 100% yield; for example, 0.34 means a 34% yield). (1) The reactants are Br[C:2]1[CH:7]=[CH:6][CH:5]=[C:4]([C:8]2[CH:13]=[CH:12][C:11]([F:14])=[CH:10][C:9]=2[CH3:15])[N:3]=1.[F:16][C:17]1[CH:23]=[CH:22][CH:21]=[C:20]([F:24])[C:18]=1N.[H-].[Na+]. The catalyst is O1CCCC1.[NH4+].[Cl-]. The product is [F:16][C:17]1[CH:23]=[CH:22][CH:21]=[C:20]([F:24])[C:18]=1[C:2]1[CH:7]=[CH:6][CH:5]=[C:4]([C:8]2[CH:13]=[CH:12][C:11]([F:14])=[CH:10][C:9]=2[CH3:15])[N:3]=1. The yield is 0.400. (2) The reactants are [C:1]([C:5]1[CH:10]=[C:9]([F:11])[C:8]([N+:12]([O-])=O)=[CH:7][C:6]=1[OH:15])([CH3:4])([CH3:3])[CH3:2].C([O-])=O.[NH4+]. The catalyst is CCO.[Pd]. The product is [C:1]([C:5]1[CH:10]=[C:9]([F:11])[C:8]([NH2:12])=[CH:7][C:6]=1[OH:15])([CH3:4])([CH3:2])[CH3:3]. The yield is 0.830. (3) The reactants are [Cl:1][C:2]1[CH:3]=[C:4]([C:8]2[N:12]=[C:11]([CH2:13][CH2:14][C:15]([NH:17][NH2:18])=[O:16])[O:10][N:9]=2)[CH:5]=[CH:6][CH:7]=1.[CH2:19]([O:21][C:22]([C:24]1[S:25][CH:26]=[CH:27][CH:28]=1)=N)[CH3:20]. The yield is 0.750. The catalyst is C(O)C. The product is [CH2:19]([O:21][C:22](=[N:18][NH:17][C:15](=[O:16])[CH2:14][CH2:13][C:11]1[O:10][N:9]=[C:8]([C:4]2[CH:5]=[CH:6][CH:7]=[C:2]([Cl:1])[CH:3]=2)[N:12]=1)[C:24]1[S:25][CH:26]=[CH:27][CH:28]=1)[CH3:20]. (4) The reactants are [CH3:1][O:2][C:3]1[CH:8]=[CH:7][C:6]([CH2:9][C:10]([N:12]([CH2:19][C:20]2[CH:25]=[CH:24][C:23]([CH3:26])=[CH:22][CH:21]=2)[CH:13]2[CH2:18][CH2:17][NH:16][CH2:15][CH2:14]2)=[O:11])=[CH:5][CH:4]=1.Cl.Cl[CH2:29][C:30]1[N:31]=[C:32]([CH3:35])[S:33][CH:34]=1.C(=O)([O-])[O-].[K+].[K+].[I-].[K+]. The catalyst is C(#N)C. The product is [CH3:1][O:2][C:3]1[CH:4]=[CH:5][C:6]([CH2:9][C:10]([N:12]([CH2:19][C:20]2[CH:21]=[CH:22][C:23]([CH3:26])=[CH:24][CH:25]=2)[CH:13]2[CH2:14][CH2:15][N:16]([CH2:29][C:30]3[N:31]=[C:32]([CH3:35])[S:33][CH:34]=3)[CH2:17][CH2:18]2)=[O:11])=[CH:7][CH:8]=1. The yield is 0.210. (5) The reactants are [Cl:1][CH2:2][CH2:3][C:4]([C:9]1[CH:14]=[CH:13][CH:12]=[CH:11][CH:10]=1)([OH:8])[CH2:5][CH2:6][OH:7].CCN(CC)CC.[Si:22](Cl)([C:25]([CH3:28])([CH3:27])[CH3:26])([CH3:24])[CH3:23]. The catalyst is CN(C=O)C.CCOC(C)=O. The product is [Si:22]([O:7][CH2:6][CH2:5][C:4]([C:9]1[CH:14]=[CH:13][CH:12]=[CH:11][CH:10]=1)([OH:8])[CH2:3][CH2:2][Cl:1])([C:25]([CH3:28])([CH3:27])[CH3:26])([CH3:24])[CH3:23]. The yield is 0.790. (6) The catalyst is CO. The product is [C:14]1([CH3:24])[CH:19]=[CH:18][C:17]([S:20]([O:6][C@H:5]([C:7]2[S:8][CH:9]=[CH:10][CH:11]=2)[CH2:4][CH2:3][NH:2][CH3:1])(=[O:22])=[O:21])=[CH:16][CH:15]=1. The yield is 0.600. The reactants are [CH3:1][NH:2][CH2:3][CH2:4][C@@H:5]([C:7]1[S:8][CH:9]=[CH:10][CH:11]=1)[OH:6].[Cl-].O.[C:14]1([CH3:24])[CH:19]=[CH:18][C:17]([S:20](O)(=[O:22])=[O:21])=[CH:16][CH:15]=1. (7) The reactants are [NH2:1][C:2]1[CH:11]=[CH:10][C:5]([C:6]([O:8][CH3:9])=[O:7])=[CH:4][C:3]=1[I:12].[C:13](O[C:13]([O:15][C:16]([CH3:19])([CH3:18])[CH3:17])=[O:14])([O:15][C:16]([CH3:19])([CH3:18])[CH3:17])=[O:14].C(N(CC)CC)C. The product is [C:16]([O:15][C:13]([NH:1][C:2]1[CH:11]=[CH:10][C:5]([C:6]([O:8][CH3:9])=[O:7])=[CH:4][C:3]=1[I:12])=[O:14])([CH3:19])([CH3:18])[CH3:17]. The yield is 0.500. The catalyst is CN(C)C1C=CN=CC=1.ClCCl.